From a dataset of Forward reaction prediction with 1.9M reactions from USPTO patents (1976-2016). Predict the product of the given reaction. (1) Given the reactants [Cl:1][C:2]1[CH:25]=[C:24]([Cl:26])[CH:23]=[CH:22][C:3]=1[CH2:4][CH:5]1[CH2:9][CH2:8][N:7]([C:10]2([CH3:20])[CH2:19][CH2:18][C:13]3(OCC[O:14]3)[CH2:12][CH2:11]2)[C:6]1=[O:21].CC1C=CC(S(O)(=O)=O)=CC=1, predict the reaction product. The product is: [Cl:1][C:2]1[CH:25]=[C:24]([Cl:26])[CH:23]=[CH:22][C:3]=1[CH2:4][CH:5]1[CH2:9][CH2:8][N:7]([C:10]2([CH3:20])[CH2:19][CH2:18][C:13](=[O:14])[CH2:12][CH2:11]2)[C:6]1=[O:21]. (2) Given the reactants [Cl:1][C:2]1[CH:7]=[CH:6][C:5]([C:8]2[CH:13]=[C:12]([C:14]([F:17])([F:16])[F:15])[N:11]3[N:18]=[CH:19][C:20]([C:21](O)=[O:22])=[C:10]3[N:9]=2)=[CH:4][C:3]=1[CH3:24].[NH2:25][C:26]1[CH:27]=[C:28]([S:32]([NH:35][CH:36]2[CH2:38][CH2:37]2)(=[O:34])=[O:33])[CH:29]=[CH:30][CH:31]=1, predict the reaction product. The product is: [CH:36]1([NH:35][S:32]([C:28]2[CH:27]=[C:26]([NH:25][C:21]([C:20]3[CH:19]=[N:18][N:11]4[C:12]([C:14]([F:15])([F:17])[F:16])=[CH:13][C:8]([C:5]5[CH:6]=[CH:7][C:2]([Cl:1])=[C:3]([CH3:24])[CH:4]=5)=[N:9][C:10]=34)=[O:22])[CH:31]=[CH:30][CH:29]=2)(=[O:34])=[O:33])[CH2:38][CH2:37]1. (3) Given the reactants Cl[C:2]1[C:3]2[CH:10]=[C:9]([C:11]3[CH:16]=[CH:15][N:14]=[CH:13][CH:12]=3)[S:8][C:4]=2[N:5]=[CH:6][N:7]=1.C([O-])([O-])=O.[K+].[K+].[N+:23]([C:26]1[CH:27]=[C:28](B(O)O)[CH:29]=[CH:30][CH:31]=1)([O-:25])=[O:24], predict the reaction product. The product is: [N+:23]([C:26]1[CH:31]=[C:30]([C:2]2[C:3]3[CH:10]=[C:9]([C:11]4[CH:16]=[CH:15][N:14]=[CH:13][CH:12]=4)[S:8][C:4]=3[N:5]=[CH:6][N:7]=2)[CH:29]=[CH:28][CH:27]=1)([O-:25])=[O:24].